From a dataset of Peptide-MHC class II binding affinity with 134,281 pairs from IEDB. Regression. Given a peptide amino acid sequence and an MHC pseudo amino acid sequence, predict their binding affinity value. This is MHC class II binding data. (1) The peptide sequence is GELQIVGKIDAAFKI. The MHC is DRB4_0101 with pseudo-sequence DRB4_0103. The binding affinity (normalized) is 0.644. (2) The peptide sequence is IRALVGDEVELPCRI. The MHC is DRB1_1201 with pseudo-sequence DRB1_1201. The binding affinity (normalized) is 0.372. (3) The peptide sequence is IVPPADKYRTFVATF. The MHC is DRB1_1602 with pseudo-sequence DRB1_1602. The binding affinity (normalized) is 0.580. (4) The binding affinity (normalized) is 0.0128. The peptide sequence is TSKLDAAYKLAYKTA. The MHC is HLA-DPA10103-DPB10301 with pseudo-sequence HLA-DPA10103-DPB10301. (5) The peptide sequence is DDLMIRVIAQGPTAT. The MHC is DRB1_0701 with pseudo-sequence DRB1_0701. The binding affinity (normalized) is 0.248. (6) The peptide sequence is CGLNSVDSLEHEMWR. The MHC is HLA-DQA10501-DQB10303 with pseudo-sequence HLA-DQA10501-DQB10303. The binding affinity (normalized) is 0.319. (7) The peptide sequence is AAVVRFQEAANKQKQ. The MHC is HLA-DPA10201-DPB10501 with pseudo-sequence HLA-DPA10201-DPB10501. The binding affinity (normalized) is 0.496.